This data is from Full USPTO retrosynthesis dataset with 1.9M reactions from patents (1976-2016). The task is: Predict the reactants needed to synthesize the given product. Given the product [CH2:1]([O:8][C:9]1[CH:10]=[C:11]([CH:15]([OH:36])[CH:16]([CH2:22][C:23]2[CH:28]=[CH:27][CH:26]=[C:25]([O:29][C:30]([F:34])([F:35])[CH:31]([F:32])[F:33])[CH:24]=2)[C:17]([OH:19])=[O:18])[CH:12]=[CH:13][CH:14]=1)[C:2]1[CH:7]=[CH:6][CH:5]=[CH:4][CH:3]=1, predict the reactants needed to synthesize it. The reactants are: [CH2:1]([O:8][C:9]1[CH:10]=[C:11]([CH:15]([OH:36])[CH:16]([CH2:22][C:23]2[CH:28]=[CH:27][CH:26]=[C:25]([O:29][C:30]([F:35])([F:34])[CH:31]([F:33])[F:32])[CH:24]=2)[C:17]([O:19]CC)=[O:18])[CH:12]=[CH:13][CH:14]=1)[C:2]1[CH:7]=[CH:6][CH:5]=[CH:4][CH:3]=1.[OH-].[Na+].Cl.